Dataset: Forward reaction prediction with 1.9M reactions from USPTO patents (1976-2016). Task: Predict the product of the given reaction. (1) Given the reactants [Cl:1][C:2]1[CH:3]=[C:4]([CH:19]=[C:20]([Cl:23])[C:21]=1[Cl:22])[CH2:5][N:6]1[CH:10]=[C:9]([C:11]2[N:16]=[CH:15][C:14]([C:17]#[N:18])=[CH:13][N:12]=2)[N:8]=[N:7]1.[Cl-].[NH4+].[N-:26]=[N+:27]=[N-:28].[Na+].[OH-].[Na+], predict the reaction product. The product is: [N:18]1[NH:26][N:27]=[N:28][C:17]=1[C:14]1[CH:13]=[N:12][C:11]([C:9]2[N:8]=[N:7][N:6]([CH2:5][C:4]3[CH:19]=[C:20]([Cl:23])[C:21]([Cl:22])=[C:2]([Cl:1])[CH:3]=3)[CH:10]=2)=[N:16][CH:15]=1. (2) Given the reactants [Br:1][C:2]1[N:3]=[C:4]2[C:10]([C:11]([OH:13])=O)=[CH:9][N:8]([CH2:14][O:15][CH2:16][CH2:17][Si:18]([CH3:21])([CH3:20])[CH3:19])[C:5]2=[N:6][CH:7]=1.Cl.[NH2:23][C@H:24]([CH3:29])[C:25]([CH3:28])([OH:27])[CH3:26].C(Cl)CCl.C1C=CC2N(O)N=NC=2C=1.CCN(C(C)C)C(C)C, predict the reaction product. The product is: [OH:27][C:25]([CH3:28])([CH3:26])[C@H:24]([NH:23][C:11]([C:10]1[C:4]2[C:5](=[N:6][CH:7]=[C:2]([Br:1])[N:3]=2)[N:8]([CH2:14][O:15][CH2:16][CH2:17][Si:18]([CH3:21])([CH3:20])[CH3:19])[CH:9]=1)=[O:13])[CH3:29]. (3) Given the reactants [CH3:1][N:2]([CH2:16][CH2:17][C:18]1[CH:23]=[CH:22][CH:21]=[CH:20][C:19]=1[OH:24])[C:3](=[S:15])[NH:4][C:5]1[CH:14]=[CH:13][CH:12]=[CH:11][C:6]=1[C:7]([O:9]C)=[O:8].[OH-].[Li+], predict the reaction product. The product is: [CH3:1][N:2]([CH2:16][CH2:17][C:18]1[CH:23]=[CH:22][CH:21]=[CH:20][C:19]=1[OH:24])[C:3](=[S:15])[NH:4][C:5]1[CH:14]=[CH:13][CH:12]=[CH:11][C:6]=1[C:7]([OH:9])=[O:8]. (4) Given the reactants [F:1][C:2]1[CH:35]=[CH:34][CH:33]=[CH:32][C:3]=1[CH2:4][N:5]1[C:9](=[O:10])[NH:8][N:7]=[C:6]1[CH2:11][O:12][C:13]([C:26]1[CH:31]=[CH:30][CH:29]=[CH:28][CH:27]=1)([C:20]1[CH:25]=[CH:24][CH:23]=[CH:22][CH:21]=1)[C:14]1[CH:19]=[CH:18][CH:17]=[CH:16][CH:15]=1.C[CH:37](Br)[C:38]1[CH:43]=[CH:42][CH:41]=[CH:40][CH:39]=1.[C:45](=O)([O-])[O-].[K+].[K+], predict the reaction product. The product is: [F:1][C:2]1[CH:35]=[CH:34][CH:33]=[CH:32][C:3]=1[CH2:4][N:5]1[C:9](=[O:10])[N:8]([CH2:45][C:41]2[CH:40]=[CH:39][C:38]([CH3:37])=[CH:43][CH:42]=2)[N:7]=[C:6]1[CH2:11][O:12][C:13]([C:26]1[CH:27]=[CH:28][CH:29]=[CH:30][CH:31]=1)([C:20]1[CH:21]=[CH:22][CH:23]=[CH:24][CH:25]=1)[C:14]1[CH:19]=[CH:18][CH:17]=[CH:16][CH:15]=1. (5) Given the reactants Br[C:2]1[NH:3][C:4]2[C:9]([C:10]=1[CH:11]=[O:12])=[CH:8][C:7]([O:13][CH3:14])=[CH:6][CH:5]=2.[CH3:15][N:16]1[C:20]([CH3:21])=[C:19](B2OC(C)(C)C(C)(C)O2)[CH:18]=[N:17]1.C1(P(C2C=CC=CC=2)C2C=CC=CC=2)C=CC=CC=1.P([O-])([O-])([O-])=O.[K+].[K+].[K+], predict the reaction product. The product is: [CH3:15][N:16]1[C:20]([CH3:21])=[C:19]([C:2]2[NH:3][C:4]3[C:9]([C:10]=2[CH:11]=[O:12])=[CH:8][C:7]([O:13][CH3:14])=[CH:6][CH:5]=3)[CH:18]=[N:17]1.